Dataset: Antibody paratope prediction from SAbDab with 1,023 antibody chains. Task: Token-level Classification. Given an antibody amino acid sequence, predict which amino acid positions are active in antigen binding. Output is a list of indices for active paratope positions. (1) Given the antibody sequence: QSALTQPASVSGSPGQSITISCTGTGSDVGSYNLVSWYQQHPGKAPKLMIYGDSQRPSGVSNRFSGSKSGNTASLTISGLQAEDEADYYCASYAGSGIYVFGTGTKVTVL, which amino acid positions are active in antigen binding (paratope)? The paratope positions are: [29, 30, 31, 97]. (2) Given the antibody sequence: DIVMTQSPLSLPVTPGEPASISCRSSQSLVYSNGDTYLHWYLQKPGQSPQLLIYKVSNRFSGVPDRFSGSGSGTDFTLKISRVEAEDVGVYYCSQSTHVPWTFGQGTKVEIK, which amino acid positions are active in antigen binding (paratope)? The paratope positions are: [30, 31, 32, 33, 34]. (3) The paratope positions are: [30, 31, 32, 33, 34]. Given the antibody sequence: DVLMTQTPLSLPVSLGDQASISCRSSQNIVHSNGNTYLEWYLQKPGQSPKLLIYKVSNRFSGVPDRFSGSGSGTDFTLKISRVEAEDLGVYYCFQGSHVPLTFGAGTKLELK, which amino acid positions are active in antigen binding (paratope)? (4) Given the antibody sequence: ELQLQESGPGLVKPSETLSLTCTVSGGSISSGSYYWDWIRQPPGKGLEWIGNIYKSGSTYYNPSLKSRVTISVDTSKNQFSLKLSSVTAADTAVYYCARERGMHYMDVWGKGTTVTVSS, which amino acid positions are active in antigen binding (paratope)? The paratope positions are: [31, 32, 84, 85, 86, 105]. (5) The paratope positions are: [52, 83, 84, 85, 104, 105]. Given the antibody sequence: QVQLQESGPELVKPGASVKISCKASGYSFSDYNMSWVKQSNGKSLEWIGIIDPKYGTINYNQKFKGKATLTVDQASSTAYMQLNSLTSEDSAVYYCVRDYYGSSYFDYWGQGTTLTVSS, which amino acid positions are active in antigen binding (paratope)? (6) Given the antibody sequence: QVQLQQPGAEFVKPGASVKMSCKASGYTFTSYWINWVKQRPGQGLEWIGDIYPGRGTTNYNENFKSKATLTLDTSSSTAYMQLSSLTSEDSAVYYCSRGSKGAMDYWGQGTSVTVSS, which amino acid positions are active in antigen binding (paratope)? The paratope positions are: [52, 83, 84, 85]. (7) Given the antibody sequence: EVKLQQSGPELVKPGASVKISCKASGYSFTSYYIHWVKQRPGQGLEWIGWVFPGSGNTKYNEKFKGKATLTADTSSSTAYMQLSSLTSEDSAVYFCARGNYDRAWFAYWGQGTLVTVSA, which amino acid positions are active in antigen binding (paratope)? The paratope positions are: [52, 83, 84, 85, 104, 105]. (8) Given the antibody sequence: DIVMTQSPDSLAVSLGERATINCKSSQSVLYSSNNKNYLAWYQQKPGQPPKLLIYWASTRESGVPDRFSGSGSGTDFTLTISSLQAEDVAVYYCQQYYSFGGGTKVEIK, which amino acid positions are active in antigen binding (paratope)? The paratope positions are: [30, 31, 32, 33, 34, 35]. (9) Given the antibody sequence: QSLEESGGDLVKPGASLTLTCTASGFSFTNNYYMCWVRQAPGKGLEWIACIYGGGRDIVFYATWAKGRFTISKTSSTTVTLQMTSLTAADTATYFCARENFDAVGVGGGTYSTDYYFDLWGPGTLVIVSS, which amino acid positions are active in antigen binding (paratope)? The paratope positions are: [30, 52, 53, 83, 84, 85, 104, 105, 106, 107, 108, 109, 110, 111, 112, 113, 114, 115, 116].